From a dataset of NCI-60 drug combinations with 297,098 pairs across 59 cell lines. Regression. Given two drug SMILES strings and cell line genomic features, predict the synergy score measuring deviation from expected non-interaction effect. (1) Drug 1: CC1OCC2C(O1)C(C(C(O2)OC3C4COC(=O)C4C(C5=CC6=C(C=C35)OCO6)C7=CC(=C(C(=C7)OC)O)OC)O)O. Drug 2: C(=O)(N)NO. Cell line: HT29. Synergy scores: CSS=21.0, Synergy_ZIP=-4.62, Synergy_Bliss=2.96, Synergy_Loewe=-10.1, Synergy_HSA=5.23. (2) Drug 1: CN(C)N=NC1=C(NC=N1)C(=O)N. Drug 2: C1=CC(=CC=C1C#N)C(C2=CC=C(C=C2)C#N)N3C=NC=N3. Cell line: MOLT-4. Synergy scores: CSS=15.4, Synergy_ZIP=-0.932, Synergy_Bliss=1.14, Synergy_Loewe=1.55, Synergy_HSA=1.79. (3) Drug 1: C1=CC(=CC=C1CCCC(=O)O)N(CCCl)CCCl. Drug 2: C1=NC(=NC(=O)N1C2C(C(C(O2)CO)O)O)N. Cell line: OVCAR-4. Synergy scores: CSS=4.34, Synergy_ZIP=-1.50, Synergy_Bliss=0.0235, Synergy_Loewe=-6.01, Synergy_HSA=-1.28. (4) Drug 1: CC1OCC2C(O1)C(C(C(O2)OC3C4COC(=O)C4C(C5=CC6=C(C=C35)OCO6)C7=CC(=C(C(=C7)OC)O)OC)O)O. Drug 2: C1CCC(C(C1)N)N.C(=O)(C(=O)[O-])[O-].[Pt+4]. Cell line: DU-145. Synergy scores: CSS=22.7, Synergy_ZIP=-0.926, Synergy_Bliss=1.70, Synergy_Loewe=4.79, Synergy_HSA=4.60. (5) Drug 1: CC1=C(C=C(C=C1)C(=O)NC2=CC(=CC(=C2)C(F)(F)F)N3C=C(N=C3)C)NC4=NC=CC(=N4)C5=CN=CC=C5. Drug 2: CCCCC(=O)OCC(=O)C1(CC(C2=C(C1)C(=C3C(=C2O)C(=O)C4=C(C3=O)C=CC=C4OC)O)OC5CC(C(C(O5)C)O)NC(=O)C(F)(F)F)O. Cell line: SNB-75. Synergy scores: CSS=67.3, Synergy_ZIP=5.17, Synergy_Bliss=4.15, Synergy_Loewe=-0.0218, Synergy_HSA=3.66. (6) Drug 1: C1=NNC2=C1C(=O)NC=N2. Drug 2: CC1=C(C(=O)C2=C(C1=O)N3CC4C(C3(C2COC(=O)N)OC)N4)N. Cell line: HCT116. Synergy scores: CSS=28.5, Synergy_ZIP=2.93, Synergy_Bliss=0.586, Synergy_Loewe=-31.0, Synergy_HSA=-4.62. (7) Drug 1: CC1OCC2C(O1)C(C(C(O2)OC3C4COC(=O)C4C(C5=CC6=C(C=C35)OCO6)C7=CC(=C(C(=C7)OC)O)OC)O)O. Drug 2: C1C(C(OC1N2C=NC(=NC2=O)N)CO)O. Cell line: NCI-H322M. Synergy scores: CSS=15.1, Synergy_ZIP=-4.04, Synergy_Bliss=0.509, Synergy_Loewe=2.07, Synergy_HSA=2.83. (8) Drug 1: C1=C(C(=O)NC(=O)N1)N(CCCl)CCCl. Drug 2: CCCCCOC(=O)NC1=NC(=O)N(C=C1F)C2C(C(C(O2)C)O)O. Cell line: MDA-MB-435. Synergy scores: CSS=1.63, Synergy_ZIP=0.535, Synergy_Bliss=1.57, Synergy_Loewe=-3.89, Synergy_HSA=-2.02. (9) Drug 1: CC12CCC3C(C1CCC2O)C(CC4=C3C=CC(=C4)O)CCCCCCCCCS(=O)CCCC(C(F)(F)F)(F)F. Drug 2: CC1C(C(CC(O1)OC2CC(CC3=C2C(=C4C(=C3O)C(=O)C5=CC=CC=C5C4=O)O)(C(=O)C)O)N)O. Cell line: SF-295. Synergy scores: CSS=37.4, Synergy_ZIP=2.20, Synergy_Bliss=2.84, Synergy_Loewe=-13.4, Synergy_HSA=2.26.